From a dataset of Reaction yield outcomes from USPTO patents with 853,638 reactions. Predict the reaction yield, written as a fraction of the theoretical maximum amount of product (1.0 means a 100% yield; for example, 0.34 means a 34% yield). (1) The reactants are [CH3:1][N:2]([CH:28]([CH3:30])[CH3:29])[C:3]1[C:4]([C:17]2[O:18][CH:19]=[CH:20][C:21]=2[C:22]2[CH:27]=[CH:26][CH:25]=[CH:24][CH:23]=2)=[N:5][C:6]2[C:11]([N:12]=1)=[CH:10][C:9]([C:13]([O:15]C)=[O:14])=[CH:8][CH:7]=2.[OH-].[Na+]. The catalyst is CO.O. The product is [CH3:1][N:2]([CH:28]([CH3:30])[CH3:29])[C:3]1[C:4]([C:17]2[O:18][CH:19]=[CH:20][C:21]=2[C:22]2[CH:27]=[CH:26][CH:25]=[CH:24][CH:23]=2)=[N:5][C:6]2[C:11]([N:12]=1)=[CH:10][C:9]([C:13]([OH:15])=[O:14])=[CH:8][CH:7]=2. The yield is 0.740. (2) The reactants are C(N(CC)CC)C.Cl.[NH2:9][CH:10]([C:16]([O:18][CH2:19][CH3:20])=[O:17])[C:11]([O:13][CH2:14][CH3:15])=[O:12].[CH3:21][C:22]([CH3:28])([CH3:27])[CH2:23][C:24](Cl)=[O:25].O. The catalyst is ClCCl. The product is [CH2:19]([O:18][C:16](=[O:17])[CH:10]([NH:9][C:24](=[O:25])[CH2:23][C:22]([CH3:28])([CH3:27])[CH3:21])[C:11]([O:13][CH2:14][CH3:15])=[O:12])[CH3:20]. The yield is 0.960. (3) The reactants are C([O:5][C:6](=[O:18])[CH2:7][NH:8][C:9](=[O:17])[C:10]1[CH:15]=[CH:14][C:13]([OH:16])=[CH:12][CH:11]=1)(C)(C)C.[O:19]1[C:23]2[CH:24]=[CH:25][C:26]([CH2:28][CH2:29]O)=[CH:27][C:22]=2[O:21][CH2:20]1. No catalyst specified. The product is [O:19]1[C:23]2[CH:24]=[CH:25][C:26]([CH2:28][CH2:29][O:16][C:13]3[CH:12]=[CH:11][C:10]([C:9]([NH:8][CH2:7][C:6]([OH:5])=[O:18])=[O:17])=[CH:15][CH:14]=3)=[CH:27][C:22]=2[O:21][CH2:20]1. The yield is 0.870. (4) The reactants are Cl[CH2:2][C:3]1[O:4][C:5]([C:8]2[CH:13]=[CH:12][C:11]([O:14][CH3:15])=[CH:10][CH:9]=2)=[N:6][N:7]=1.[C:16]([O:20][C:21]([CH3:24])([CH3:23])[CH3:22])(=[O:19])[NH:17][NH2:18].C(N(CC)C(C)C)(C)C. The catalyst is CN(C=O)C.C(OCC)(=O)C. The product is [C:21]([O:20][C:16]([NH:17][NH:18][CH2:2][C:3]1[O:4][C:5]([C:8]2[CH:13]=[CH:12][C:11]([O:14][CH3:15])=[CH:10][CH:9]=2)=[N:6][N:7]=1)=[O:19])([CH3:24])([CH3:23])[CH3:22]. The yield is 0.640. (5) The reactants are [C:1]1([C:7]2([CH2:13][CH2:14][C:15]3[O:19][N:18]=[C:17]([C:20]4[CH:37]=[CH:36][C:23]([CH2:24][N:25]5[CH2:28][CH:27]([C:29]([O:31]C(C)(C)C)=[O:30])[CH2:26]5)=[CH:22][CH:21]=4)[N:16]=3)[CH2:12][CH2:11][CH2:10][CH2:9][CH2:8]2)[CH:6]=[CH:5][CH:4]=[CH:3][CH:2]=1.CO. The catalyst is Cl.O1CCOCC1. The product is [C:1]1([C:7]2([CH2:13][CH2:14][C:15]3[O:19][N:18]=[C:17]([C:20]4[CH:21]=[CH:22][C:23]([CH2:24][N:25]5[CH2:28][CH:27]([C:29]([OH:31])=[O:30])[CH2:26]5)=[CH:36][CH:37]=4)[N:16]=3)[CH2:8][CH2:9][CH2:10][CH2:11][CH2:12]2)[CH:6]=[CH:5][CH:4]=[CH:3][CH:2]=1. The yield is 0.210.